Dataset: Reaction yield outcomes from USPTO patents with 853,638 reactions. Task: Predict the reaction yield, written as a fraction of the theoretical maximum amount of product (1.0 means a 100% yield; for example, 0.34 means a 34% yield). (1) The product is [CH:24]1([C:23]#[C:22][C:21]2([C:27]([F:30])([F:28])[F:29])[O:5][C:6](=[O:32])[NH:7][C:8]3[CH:13]=[CH:12][C:11]([O:14][CH2:15][O:16][CH2:17][CH2:18][O:19][CH3:20])=[CH:10][C:9]2=3)[CH2:26][CH2:25]1. The catalyst is C1(C)C=CC=CC=1. The yield is 0.960. The reactants are C([O:5][C:6](=[O:32])[NH:7][C:8]1[CH:13]=[CH:12][C:11]([O:14][CH2:15][O:16][CH2:17][CH2:18][O:19][CH3:20])=[CH:10][C:9]=1[C:21](O)([C:27]([F:30])([F:29])[F:28])[C:22]#[C:23][CH:24]1[CH2:26][CH2:25]1)(C)(C)C.C([Li])CCC. (2) The reactants are [NH2:1][C:2]1[CH:3]=[CH:4][C:5]2[CH2:11][CH2:10][CH2:9][C:8]([C:12](OC)=[O:13])=[C:7]([CH3:16])[C:6]=2[CH:17]=1.[H-].[H-].[H-].[H-].[Li+].[Al+3]. The catalyst is C1COCC1. The product is [NH2:1][C:2]1[CH:3]=[CH:4][C:5]2[CH2:11][CH2:10][CH2:9][C:8]([CH2:12][OH:13])=[C:7]([CH3:16])[C:6]=2[CH:17]=1. The yield is 0.960. (3) The reactants are [CH3:1][S:2]([O-:4])=[O:3].[Na+].Cl[CH:7]([CH3:13])[C:8]([O:10][CH2:11][CH3:12])=[O:9]. The catalyst is C(O)C. The product is [CH3:1][S:2]([CH:7]([CH3:13])[C:8]([O:10][CH2:11][CH3:12])=[O:9])(=[O:4])=[O:3]. The yield is 0.730. (4) The reactants are [C:1]([N-:8][S:9]([CH:12]1[CH2:14][CH2:13]1)(=[O:11])=[O:10])([O:3][C:4]([CH3:7])([CH3:6])[CH3:5])=[O:2].[Li]CC[CH2:18][CH3:19].BrCO[C:23]1[CH:28]=[CH:27][CH:26]=[CH:25][C:24]=1[CH3:29].[OH2:30]. The catalyst is C1COCC1.CCOC(C)=O. The product is [C:1]([NH:8][S:9]([C:12]1([CH2:18][CH3:19])[CH2:14][CH:13]1[O:30][CH2:29][C:24]1[CH:23]=[CH:28][CH:27]=[CH:26][CH:25]=1)(=[O:10])=[O:11])([O:3][C:4]([CH3:7])([CH3:6])[CH3:5])=[O:2]. The yield is 0.300. (5) The reactants are O[CH2:2][CH2:3][CH2:4][N:5]1[CH2:9][CH2:8][N:7]([CH2:10][CH2:11][CH2:12][N:13]2[CH2:18][CH2:17][CH:16]([O:19][C:20](=[O:34])[NH:21][C:22]3[CH:27]=[CH:26][CH:25]=[CH:24][C:23]=3[C:28]3[CH:33]=[CH:32][CH:31]=[CH:30][CH:29]=3)[CH2:15][CH2:14]2)[C:6]1=[O:35].CS(C)=O.CCN(C(C)C)C(C)C.Br.[OH:50][C:51]1[CH:58]=[CH:57][C:54]([CH2:55][NH2:56])=[CH:53][CH:52]=1.[BH-](OC(C)=O)(OC(C)=O)OC(C)=O.[Na+].[OH-].[Na+]. The catalyst is C(Cl)Cl. The product is [OH:50][C:51]1[CH:58]=[CH:57][C:54]([CH2:55][NH:56][CH2:2][CH2:3][CH2:4][N:5]2[CH2:9][CH2:8][N:7]([CH2:10][CH2:11][CH2:12][N:13]3[CH2:14][CH2:15][CH:16]([O:19][C:20](=[O:34])[NH:21][C:22]4[CH:27]=[CH:26][CH:25]=[CH:24][C:23]=4[C:28]4[CH:33]=[CH:32][CH:31]=[CH:30][CH:29]=4)[CH2:17][CH2:18]3)[C:6]2=[O:35])=[CH:53][CH:52]=1. The yield is 0.400. (6) The reactants are [Br:1][C:2]1[CH:3]=[CH:4][C:5]([F:20])=[C:6]([CH:8]2[C:10]3([C:14](=[O:15])[C:13]([CH3:17])([CH3:16])[O:12][C:11]3([CH3:19])[CH3:18])[O:9]2)[CH:7]=1.S(=O)(=O)(O)O. The catalyst is ClCCl. The product is [Br:1][C:2]1[CH:3]=[CH:4][C:5]([F:20])=[C:6]([CH:8]2[C:10](=[O:9])[C:11]([CH3:19])([CH3:18])[O:12][C:13]([CH3:16])([CH3:17])[C:14]2=[O:15])[CH:7]=1. The yield is 0.650.